The task is: Predict the reaction yield, written as a fraction of the theoretical maximum amount of product (1.0 means a 100% yield; for example, 0.34 means a 34% yield).. This data is from Reaction yield outcomes from USPTO patents with 853,638 reactions. (1) The reactants are [CH3:1][C:2]1[O:3][C:4]([CH2:7][C:8]2[CH:13]=[CH:12][C:11]([CH2:14][CH2:15][N+:16]([O-:18])=O)=[CH:10][CH:9]=2)=[CH:5][CH:6]=1.CO.C[O-].[Li+].C(Cl)[Cl:25]. The catalyst is [Ti](Cl)(Cl)(Cl)Cl.O.O1CCCC1. The product is [CH3:1][C:2]1[O:3][C:4]([CH2:7][C:8]2[CH:13]=[CH:12][C:11]([CH2:14][C:15]([Cl:25])=[N:16][OH:18])=[CH:10][CH:9]=2)=[CH:5][CH:6]=1. The yield is 0.840. (2) The reactants are [CH2:1]([OH:7])[CH:2]1[O:6][CH2:5][CH2:4][CH2:3]1.O[C:9]1[CH:18]=[CH:17][C:12]([C:13]([O:15]C)=[O:14])=[CH:11][CH:10]=1.C1(P(C2C=CC=CC=2)C2C=CC=CC=2)C=CC=CC=1.N(C(OCC)=O)=NC(OCC)=O.[OH-].[Na+]. The catalyst is O1CCCC1.C1(C)C=CC=CC=1.CO. The product is [O:6]1[CH2:5][CH2:4][CH2:3][CH:2]1[CH2:1][O:7][C:9]1[CH:18]=[CH:17][C:12]([C:13]([OH:15])=[O:14])=[CH:11][CH:10]=1. The yield is 0.310. (3) The reactants are [Cl:1][C:2]1[CH:3]=[C:4]([C:10]([N:12]2[CH2:17][CH2:16][O:15][C:14]3[CH:18]=[N:19][CH:20]=[CH:21][C:13]2=3)=[O:11])[CH:5]=[CH:6][C:7]=1[O:8]C.B(Br)(Br)Br.C(=O)([O-])O.[Na+].Cl. The catalyst is ClCCl. The product is [Cl:1][C:2]1[CH:3]=[C:4]([C:10]([N:12]2[CH2:17][CH2:16][O:15][C:14]3[CH:18]=[N:19][CH:20]=[CH:21][C:13]2=3)=[O:11])[CH:5]=[CH:6][C:7]=1[OH:8]. The yield is 0.509. (4) The reactants are O[CH2:2][C:3]1[CH:12]=[N:11][C:10]2[N:9]3[CH2:13][CH2:14][S:15][CH2:16][C@H:8]3[C:7](=[O:17])[NH:6][C:5]=2[CH:4]=1.[I-].C(C[P+](C)(C)C)#N.Cl.[Cl:27][C:28]1[CH:29]=[C:30]([CH:35]=[CH:36][C:37]=1[N:38]1[CH2:43][CH2:42][NH:41][CH2:40][CH2:39]1)[C:31]([NH:33][CH3:34])=[O:32].CCN(C(C)C)C(C)C. The catalyst is C(#N)CC.CS(C)=O. The product is [Cl:27][C:28]1[CH:29]=[C:30]([CH:35]=[CH:36][C:37]=1[N:38]1[CH2:39][CH2:40][N:41]([CH2:2][C:3]2[CH:12]=[N:11][C:10]3[N:9]4[CH2:13][CH2:14][S:15][CH2:16][C@H:8]4[C:7](=[O:17])[NH:6][C:5]=3[CH:4]=2)[CH2:42][CH2:43]1)[C:31]([NH:33][CH3:34])=[O:32]. The yield is 0.110. (5) The reactants are [C:1](=O)([O-])[O-].[Na+].[Na+].S(OC)(OC)(=O)=O.[OH:14][C:15]1[CH:20]=[C:19]([C:21]([F:24])([F:23])[F:22])[O:18][C:17](=[O:25])[CH:16]=1. The catalyst is CC(C)=O. The product is [CH3:1][O:14][C:15]1[CH:20]=[C:19]([C:21]([F:22])([F:23])[F:24])[O:18][C:17](=[O:25])[CH:16]=1. The yield is 0.830. (6) The reactants are [Br:1][C:2]1[CH:3]=[C:4]([C:8]2[C:12]([C:13]3[CH:18]=[CH:17][N:16]=[CH:15][CH:14]=3)=[CH:11][NH:10][N:9]=2)[CH:5]=[CH:6][CH:7]=1.C(=O)([O-])[O-].[Cs+].[Cs+].[CH3:25][O:26][C:27]1[CH:34]=[CH:33][C:30]([CH2:31]Cl)=[CH:29][CH:28]=1. The catalyst is CN(C)C=O. The product is [Br:1][C:2]1[CH:3]=[C:4]([C:8]2[C:12]([C:13]3[CH:18]=[CH:17][N:16]=[CH:15][CH:14]=3)=[CH:11][N:10]([CH2:31][C:30]3[CH:33]=[CH:34][C:27]([O:26][CH3:25])=[CH:28][CH:29]=3)[N:9]=2)[CH:5]=[CH:6][CH:7]=1. The yield is 0.480. (7) The reactants are [F:1][C:2]1[CH:3]=[C:4]([CH:40]=[C:41]([F:43])[CH:42]=1)[CH2:5][N:6]1[CH:10]=[C:9]([C:11]2[C:19]3[C:14](=[N:15][CH:16]=[C:17]([C:20]4[CH:25]=[CH:24][C:23]([CH:26]5[CH2:31][CH2:30][N:29](C(OC(C)(C)C)=O)[CH2:28][CH2:27]5)=[C:22]([F:39])[CH:21]=4)[CH:18]=3)[NH:13][CH:12]=2)[CH:8]=[N:7]1. The catalyst is C(O)(C(F)(F)F)=O.C1(C)C=CC=CC=1. The product is [F:1][C:2]1[CH:3]=[C:4]([CH:40]=[C:41]([F:43])[CH:42]=1)[CH2:5][N:6]1[CH:10]=[C:9]([C:11]2[C:19]3[C:14](=[N:15][CH:16]=[C:17]([C:20]4[CH:25]=[CH:24][C:23]([CH:26]5[CH2:31][CH2:30][NH:29][CH2:28][CH2:27]5)=[C:22]([F:39])[CH:21]=4)[CH:18]=3)[NH:13][CH:12]=2)[CH:8]=[N:7]1. The yield is 0.283. (8) The yield is 0.870. The product is [CH3:9][N:10]([CH3:15])[S:11]([N:7]1[CH:8]=[C:4]([Br:3])[N:5]=[CH:6]1)(=[O:13])=[O:12]. The catalyst is O1CCCC1.[Cl-].[NH4+]. The reactants are [H-].[Na+].[Br:3][C:4]1[N:5]=[CH:6][NH:7][CH:8]=1.[CH3:9][N:10]([CH3:15])[S:11](Cl)(=[O:13])=[O:12].